From a dataset of Reaction yield outcomes from USPTO patents with 853,638 reactions. Predict the reaction yield, written as a fraction of the theoretical maximum amount of product (1.0 means a 100% yield; for example, 0.34 means a 34% yield). (1) The reactants are Cl.Cl.[N:3]1[CH:8]=[CH:7][C:6]([C:9]([NH2:12])([CH3:11])[CH3:10])=[CH:5][CH:4]=1.CN(C(ON1N=NC2C=CC=NC1=2)=[N+](C)C)C.F[P-](F)(F)(F)(F)F.CCN(C(C)C)C(C)C.[F:46][C:47]1[CH:52]=[CH:51][C:50]([C:53]2[O:54][C:55]3[CH:65]=[CH:64][C:63]([C:66]4[CH:67]=[C:68]([CH:72]=[CH:73][CH:74]=4)[C:69](O)=[O:70])=[CH:62][C:56]=3[C:57]=2[C:58](=[O:61])[NH:59][CH3:60])=[CH:49][CH:48]=1. The catalyst is CN(C=O)C. The product is [F:46][C:47]1[CH:52]=[CH:51][C:50]([C:53]2[O:54][C:55]3[CH:65]=[CH:64][C:63]([C:66]4[CH:74]=[CH:73][CH:72]=[C:68]([C:69](=[O:70])[NH:12][C:9]([C:6]5[CH:7]=[CH:8][N:3]=[CH:4][CH:5]=5)([CH3:11])[CH3:10])[CH:67]=4)=[CH:62][C:56]=3[C:57]=2[C:58]([NH:59][CH3:60])=[O:61])=[CH:49][CH:48]=1. The yield is 0.270. (2) The reactants are [Cl:1][C:2]1[CH:3]=[C:4]([CH:8]=[C:9]([Cl:11])[CH:10]=1)[C:5](O)=O.C(N(CC)CC)C.ClC(OC[CH:24]([CH3:26])C)=O.C[NH:28][C:29](=[S:32])[NH:30][NH2:31]. The catalyst is C1COCC1. The product is [Cl:1][C:2]1[CH:3]=[C:4]([C:5]2[N:28]([CH2:24][CH3:26])[C:29]([SH:32])=[N:30][N:31]=2)[CH:8]=[C:9]([Cl:11])[CH:10]=1. The yield is 0.0850. (3) The reactants are [CH:1]1([C:4]2[NH:8][N:7]=[C:6]([NH:9][C:10]3[C:15]([NH2:16])=[CH:14][N:13]=[C:12]([NH:17][C@H:18]([C:20]4[CH:25]=[CH:24][C:23]([F:26])=[CH:22][CH:21]=4)[CH3:19])[CH:11]=3)[CH:5]=2)[CH2:3][CH2:2]1.[C:27](O)(=O)C.C(N)=N.C([O-])(O)=O.[Na+].CCOC(C)=O. The catalyst is CCO. The product is [CH:1]1([C:4]2[NH:8][N:7]=[C:6]([N:9]3[C:10]4[CH:11]=[C:12]([NH:17][C@H:18]([C:20]5[CH:21]=[CH:22][C:23]([F:26])=[CH:24][CH:25]=5)[CH3:19])[N:13]=[CH:14][C:15]=4[N:16]=[CH:27]3)[CH:5]=2)[CH2:3][CH2:2]1. The yield is 0.600. (4) The reactants are I[C:2]1[CH:8]=[C:7]([N+:9]([O-:11])=[O:10])[CH:6]=[CH:5][C:3]=1[NH2:4].[C:12]([C:14]1[CH:19]=[CH:18][CH:17]=[CH:16][N:15]=1)#[CH:13]. The catalyst is CN(C=O)C.CCN(CC)CC.O.Cl[Pd](Cl)([P](C1C=CC=CC=1)(C1C=CC=CC=1)C1C=CC=CC=1)[P](C1C=CC=CC=1)(C1C=CC=CC=1)C1C=CC=CC=1.[Cu]I. The product is [N+:9]([C:7]1[CH:6]=[CH:5][C:3]([NH2:4])=[C:2]([C:13]#[C:12][C:14]2[CH:19]=[CH:18][CH:17]=[CH:16][N:15]=2)[CH:8]=1)([O-:11])=[O:10]. The yield is 0.600. (5) The reactants are Cl.[CH3:2][CH:3]([O:5][C:6]1[CH:11]=[CH:10][C:9]([C:12]2[C:16]([CH:17]=[O:18])=[CH:15][NH:14][N:13]=2)=[CH:8][CH:7]=1)[CH3:4].C([O-])([O-])=O.[K+].[K+].Br[CH2:26][CH2:27][O:28][CH3:29].O. The catalyst is C(#N)C. The product is [CH:3]([O:5][C:6]1[CH:11]=[CH:10][C:9]([C:12]2[C:16]([CH:17]=[O:18])=[CH:15][N:14]([CH2:26][CH2:27][O:28][CH3:29])[N:13]=2)=[CH:8][CH:7]=1)([CH3:2])[CH3:4]. The yield is 0.720.